From a dataset of Reaction yield outcomes from USPTO patents with 853,638 reactions. Predict the reaction yield, written as a fraction of the theoretical maximum amount of product (1.0 means a 100% yield; for example, 0.34 means a 34% yield). (1) The reactants are [CH:1](NC(C)C)(C)C.[Cl:8][C:9]1[CH:16]=[C:15]([N:17]2[C:21](=[O:22])[CH2:20][C@H:19]([OH:23])[C@@H:18]2[CH3:24])[CH:14]=[CH:13][C:10]=1[C:11]#[N:12].CI.C(O)(=O)C. The catalyst is C1COCC1.O. The product is [Cl:8][C:9]1[CH:16]=[C:15]([N:17]2[C:21](=[O:22])[C@@H:20]([CH3:1])[C@H:19]([OH:23])[C@@H:18]2[CH3:24])[CH:14]=[CH:13][C:10]=1[C:11]#[N:12]. The yield is 0.420. (2) The reactants are Br[C:2]1[CH:3]=[C:4]([NH:10][C:11]2[CH:16]=[CH:15][C:14]([N:17]3[CH2:22][CH2:21][N:20]([CH3:23])[C@H:19]([CH3:24])[CH2:18]3)=[CH:13][N:12]=2)[C:5](=[O:9])[N:6]([CH3:8])[CH:7]=1.[C:25]([O:28][CH2:29][C:30]1[C:35](B2OC(C)(C)C(C)(C)O2)=[CH:34][C:33]([F:45])=[CH:32][C:31]=1[N:46]1[CH2:58][CH2:57][N:49]2[C:50]3[CH2:51][CH2:52][CH2:53][CH2:54][C:55]=3[CH:56]=[C:48]2[C:47]1=[O:59])(=[O:27])[CH3:26].CC([O-])=O.[Na+].[O-]P([O-])([O-])=O.[K+].[K+].[K+]. The catalyst is C1C=CC(P(C2C=CC=CC=2)[C-]2C=CC=C2)=CC=1.C1C=CC(P(C2C=CC=CC=2)[C-]2C=CC=C2)=CC=1.Cl[Pd]Cl.[Fe+2].O1CCOCC1. The product is [C:25]([O:28][CH2:29][C:30]1[C:31]([N:46]2[CH2:58][CH2:57][N:49]3[C:50]4[CH2:51][CH2:52][CH2:53][CH2:54][C:55]=4[CH:56]=[C:48]3[C:47]2=[O:59])=[CH:32][C:33]([F:45])=[CH:34][C:35]=1[C:2]1[CH:3]=[C:4]([NH:10][C:11]2[CH:16]=[CH:15][C:14]([N:17]3[CH2:22][CH2:21][N:20]([CH3:23])[C@H:19]([CH3:24])[CH2:18]3)=[CH:13][N:12]=2)[C:5](=[O:9])[N:6]([CH3:8])[CH:7]=1)(=[O:27])[CH3:26]. The yield is 0.580.